This data is from Full USPTO retrosynthesis dataset with 1.9M reactions from patents (1976-2016). The task is: Predict the reactants needed to synthesize the given product. (1) Given the product [CH:9]([CH:4]1[C:5](=[O:6])[NH:12][C:13]2[CH:18]=[CH:17][C:16]([N+:19]([O-:21])=[O:20])=[CH:15][C:14]=2[O:22]1)([CH3:11])[CH3:10], predict the reactants needed to synthesize it. The reactants are: [F-].[K+].Br[CH:4]([CH:9]([CH3:11])[CH3:10])[C:5](OC)=[O:6].[NH2:12][C:13]1[CH:18]=[CH:17][C:16]([N+:19]([O-:21])=[O:20])=[CH:15][C:14]=1[OH:22]. (2) Given the product [NH2:26][C:24]1[NH:23][C:22]2[CH:31]=[C:18]([S:15]([N:12]3[CH2:13][CH2:14][C:9](=[N:8][O:7][CH2:6][C:5]4[CH:32]=[CH:33][C:34]([F:35])=[C:3]([CH:4]=4)[C:1]#[N:2])[CH2:10][CH2:11]3)(=[O:16])=[O:17])[CH:19]=[CH:20][C:21]=2[N:25]=1, predict the reactants needed to synthesize it. The reactants are: [C:1]([C:3]1[CH:4]=[C:5]([CH:32]=[CH:33][C:34]=1[F:35])[CH2:6][O:7][N:8]=[C:9]1[CH2:14][CH2:13][N:12]([S:15]([C:18]2[CH:19]=[CH:20][C:21]3[N:25]=[C:24]([NH:26]C(=O)OC)[NH:23][C:22]=3[CH:31]=2)(=[O:17])=[O:16])[CH2:11][CH2:10]1)#[N:2].[OH-].[K+]. (3) Given the product [CH3:16][O:15][C:10]1[CH:11]=[CH:12][CH:13]=[CH:14][C:9]=1[CH2:8][S:28][C:27]1[N:23]([C:17]2[CH:22]=[CH:21][CH:20]=[CH:19][CH:18]=2)[N:24]=[N:25][N:26]=1, predict the reactants needed to synthesize it. The reactants are: C(=O)([O-])[O-].[Na+].[Na+].Cl[CH2:8][C:9]1[CH:14]=[CH:13][CH:12]=[CH:11][C:10]=1[O:15][CH3:16].[C:17]1([N:23]2[C:27]([SH:28])=[N:26][N:25]=[N:24]2)[CH:22]=[CH:21][CH:20]=[CH:19][CH:18]=1. (4) Given the product [CH:14]([O:13][C:4]1[CH:3]=[C:2]([CH:7]=[C:6]([O:8][C:9]([F:12])([F:11])[F:10])[CH:5]=1)[NH:18][CH3:17])([CH3:16])[CH3:15], predict the reactants needed to synthesize it. The reactants are: Br[C:2]1[CH:7]=[C:6]([O:8][C:9]([F:12])([F:11])[F:10])[CH:5]=[C:4]([O:13][CH:14]([CH3:16])[CH3:15])[CH:3]=1.[CH3:17][NH2:18].C1COCC1.C(Cl)(Cl)Cl.C1C=CC(P(C2C(C3C(P(C4C=CC=CC=4)C4C=CC=CC=4)=CC=C4C=3C=CC=C4)=C3C(C=CC=C3)=CC=2)C2C=CC=CC=2)=CC=1.C([O-])([O-])=O.[Cs+].[Cs+]. (5) Given the product [OH:31][CH:17]([CH:14]1[CH2:13][CH2:12][O:11][CH2:16][CH2:15]1)[C:18]([O:20][CH2:21][C:22]1[CH:23]=[CH:24][CH:25]=[CH:26][CH:27]=1)=[O:19], predict the reactants needed to synthesize it. The reactants are: C[Si]([N-][Si](C)(C)C)(C)C.[Na+].[O:11]1[CH2:16][CH2:15][CH:14]([CH2:17][C:18]([O:20][CH2:21][C:22]2[CH:27]=[CH:26][CH:25]=[CH:24][CH:23]=2)=[O:19])[CH2:13][CH2:12]1.C1C[O:31]CC1. (6) Given the product [C:26]([O:25][C:23]([N:20]1[CH2:21][CH2:22][CH:17]([CH2:16][N:13]2[CH2:14][CH2:15][N:10]([S:7]([C:5]3[S:6][C:2]([C:35]4[CH:36]=[CH:37][C:32]([Cl:31])=[CH:33][CH:34]=4)=[CH:3][CH:4]=3)(=[O:9])=[O:8])[CH2:11][C:12]2=[O:30])[CH2:18][CH2:19]1)=[O:24])([CH3:29])([CH3:28])[CH3:27], predict the reactants needed to synthesize it. The reactants are: Br[C:2]1[S:6][C:5]([S:7]([N:10]2[CH2:15][CH2:14][N:13]([CH2:16][CH:17]3[CH2:22][CH2:21][N:20]([C:23]([O:25][C:26]([CH3:29])([CH3:28])[CH3:27])=[O:24])[CH2:19][CH2:18]3)[C:12](=[O:30])[CH2:11]2)(=[O:9])=[O:8])=[CH:4][CH:3]=1.[Cl:31][C:32]1[CH:37]=[CH:36][C:35](B(O)O)=[CH:34][CH:33]=1.C(=O)([O-])[O-].[Na+].[Na+]. (7) The reactants are: [NH2:1][CH:2]([C:24]1[C:33]2[C:28](=[CH:29][CH:30]=[C:31]([O:34][CH3:35])[CH:32]=2)[N:27]=[CH:26][C:25]=1[F:36])[CH2:3][CH2:4][CH:5]1[CH2:10][CH2:9][N:8]([CH2:11][CH2:12][S:13][C:14]2[S:15][CH:16]=[CH:17][CH:18]=2)[CH2:7][CH:6]1[CH2:19][C:20]([O:22]C)=[O:21].[OH-].[Na+].O1CCOCC1. Given the product [NH2:1][CH:2]([C:24]1[C:33]2[C:28](=[CH:29][CH:30]=[C:31]([O:34][CH3:35])[CH:32]=2)[N:27]=[CH:26][C:25]=1[F:36])[CH2:3][CH2:4][CH:5]1[CH2:10][CH2:9][N:8]([CH2:11][CH2:12][S:13][C:14]2[S:15][CH:16]=[CH:17][CH:18]=2)[CH2:7][CH:6]1[CH2:19][C:20]([OH:22])=[O:21], predict the reactants needed to synthesize it.